Dataset: Full USPTO retrosynthesis dataset with 1.9M reactions from patents (1976-2016). Task: Predict the reactants needed to synthesize the given product. (1) Given the product [Cl:6][C:7]1[C:8]([CH2:36][O:37][S:2]([CH3:1])(=[O:4])=[O:3])=[C:9]([C:32]([F:34])([F:33])[F:35])[CH:10]=[C:11]2[C:16]=1[NH:15][C:14](=[O:17])[N:13]([CH2:18][C:19]1[CH:24]=[C:23]([Cl:25])[CH:22]=[CH:21][C:20]=1[S:26]([CH2:29][CH3:30])(=[O:27])=[O:28])[C:12]2=[O:31], predict the reactants needed to synthesize it. The reactants are: [CH3:1][S:2](Cl)(=[O:4])=[O:3].[Cl:6][C:7]1[C:8]([CH2:36][OH:37])=[C:9]([C:32]([F:35])([F:34])[F:33])[CH:10]=[C:11]2[C:16]=1[NH:15][C:14](=[O:17])[N:13]([CH2:18][C:19]1[CH:24]=[C:23]([Cl:25])[CH:22]=[CH:21][C:20]=1[S:26]([CH2:29][CH3:30])(=[O:28])=[O:27])[C:12]2=[O:31].C(N(CC)CC)C.O. (2) Given the product [CH2:14]([N:13]([CH3:12])[CH2:10][CH2:9][O:8][C:3]1[CH:4]=[CH:5][CH:6]=[CH:7][C:2]=1[Br:1])[C:15]1[CH:20]=[CH:19][CH:18]=[CH:17][CH:16]=1, predict the reactants needed to synthesize it. The reactants are: [Br:1][C:2]1[CH:7]=[CH:6][CH:5]=[CH:4][C:3]=1[O:8][CH2:9][CH2:10]Cl.[CH3:12][NH:13][CH2:14][C:15]1[CH:20]=[CH:19][CH:18]=[CH:17][CH:16]=1.